This data is from Retrosynthesis with 50K atom-mapped reactions and 10 reaction types from USPTO. The task is: Predict the reactants needed to synthesize the given product. (1) Given the product C=CCCC1(C)CCCC(C)(C)N1, predict the reactants needed to synthesize it. The reactants are: C=CCCC1(C)CC(=O)CC(C)(C)N1. (2) Given the product COC(=O)[C@H](CCCC(F)(F)F)NC(=O)c1cc2ccccc2cc1NC(=O)Nc1c(C)cc(C)cc1C, predict the reactants needed to synthesize it. The reactants are: COC(=O)[C@H](CCCC(F)(F)F)NC(=O)c1cc2ccccc2cc1N.Cc1cc(C)c(N=C=O)c(C)c1. (3) Given the product CCC(C)n1cnc2c(NCc3cccc(I)c3)nc(Cl)nc21, predict the reactants needed to synthesize it. The reactants are: CCC(C)n1cnc2c(Cl)nc(Cl)nc21.NCc1cccc(I)c1.